Dataset: Reaction yield outcomes from USPTO patents with 853,638 reactions. Task: Predict the reaction yield, written as a fraction of the theoretical maximum amount of product (1.0 means a 100% yield; for example, 0.34 means a 34% yield). (1) The reactants are Cl.C(OC([N:9]1[CH2:23][C:12]2=[C:13]3[N:18]([N:19]=[C:11]2[CH2:10]1)[C:17]([CH3:20])=[C:16]([Cl:21])[C:15]([CH3:22])=[N:14]3)=O)(C)(C)C.CC(OC)(C)C. The catalyst is CC(O)=O. The product is [ClH:21].[Cl:21][C:16]1[C:15]([CH3:22])=[N:14][C:13]2[N:18]([N:19]=[C:11]3[CH2:10][NH:9][CH2:23][C:12]3=2)[C:17]=1[CH3:20]. The yield is 1.00. (2) The reactants are [CH3:1][C:2]([C:4]1[CH:9]=[CH:8][CH:7]=[C:6]([Br:10])[CH:5]=1)=O.C[Si]([N:15]=[C:16]=[N:17][Si](C)(C)C)(C)C. The catalyst is C(Cl)Cl.[Ti](Cl)(Cl)(Cl)Cl. The product is [Br:10][C:6]1[CH:5]=[C:4]([C:2](=[N:17][C:16]#[N:15])[CH3:1])[CH:9]=[CH:8][CH:7]=1. The yield is 1.00. (3) The reactants are [CH2:1]([N:3]([CH2:14][CH3:15])[CH2:4][CH2:5][O:6][C:7]1[CH:12]=[CH:11][C:10]([NH2:13])=[CH:9][CH:8]=1)[CH3:2].[CH3:16][C:17]1[CH:25]=[CH:24][CH:23]=[C:22]2[C:18]=1[C:19](=[CH:27]O)[C:20](=[O:26])[NH:21]2. No catalyst specified. The product is [CH2:14]([N:3]([CH2:1][CH3:2])[CH2:4][CH2:5][O:6][C:7]1[CH:8]=[CH:9][C:10]([NH:13][CH:27]=[C:19]2[C:18]3[C:22](=[CH:23][CH:24]=[CH:25][C:17]=3[CH3:16])[NH:21][C:20]2=[O:26])=[CH:11][CH:12]=1)[CH3:15]. The yield is 0.230. (4) The reactants are [CH3:1][O:2][C:3]([C:5]1[C:6]([S:21]([CH3:24])(=[O:23])=[O:22])=[CH:7][C:8]2[N:12]3[CH2:13][CH2:14][NH:15][C@H:16]([CH:17]([CH3:19])[CH3:18])[C:11]3=[N:10][C:9]=2[CH:20]=1)=[O:4].Cl[C:26]1[N:31]=[C:30]([C:32]([F:35])([F:34])[F:33])[C:29]([C:36]([OH:39])([CH3:38])[CH3:37])=[CH:28][N:27]=1.CCN(C(C)C)C(C)C. The catalyst is O1CCOCC1. The product is [CH3:1][O:2][C:3]([C:5]1[C:6]([S:21]([CH3:24])(=[O:22])=[O:23])=[CH:7][C:8]2[N:12]3[CH2:13][CH2:14][N:15]([C:26]4[N:31]=[C:30]([C:32]([F:33])([F:34])[F:35])[C:29]([C:36]([OH:39])([CH3:37])[CH3:38])=[CH:28][N:27]=4)[C@H:16]([CH:17]([CH3:19])[CH3:18])[C:11]3=[N:10][C:9]=2[CH:20]=1)=[O:4]. The yield is 0.620.